This data is from Full USPTO retrosynthesis dataset with 1.9M reactions from patents (1976-2016). The task is: Predict the reactants needed to synthesize the given product. Given the product [CH3:15][CH2:13][CH2:12][CH2:11][CH2:10][CH2:22][CH2:23][CH2:24][CH2:26][CH2:27][CH2:21][C:19]([O:18][CH2:17][CH:101]([OH:102])[CH2:100][OH:99])=[O:20], predict the reactants needed to synthesize it. The reactants are: C[C:12]1[CH2:11][CH2:10]C([C@@](O)([CH2:10][CH2:11][CH:12]=[C:13]([CH3:15])C)C)[CH2:15][CH:13]=1.[CH3:17][O:18][C:19]([C:21]1[CH:27]=[CH:26][C:24](O)=[CH:23][CH:22]=1)=[O:20].C(OC(C1C=CC(O)=CC=1)=O)C.C(OC(C1C=CC(O)=CC=1)=O)(C)C.C(OC(C1C=CC(O)=CC=1)=O)C(C)C.C(OC(C1C=CC(O)=CC=1)=O)CCC.CCCCCCCCCCCCCCCCCC[O:99][CH2:100][CH2:101][OH:102].